Dataset: Full USPTO retrosynthesis dataset with 1.9M reactions from patents (1976-2016). Task: Predict the reactants needed to synthesize the given product. (1) Given the product [Br:7][C:8]1[C:9]([CH3:33])=[N:10][O:11][C:12]=1[NH:13][S:14]([C:17]1[CH:21]=[CH:20][S:19][C:18]=1[CH2:22][NH:24][C:25]1[CH:30]=[CH:29][CH:28]=[C:27]([O:31][CH3:32])[CH:26]=1)(=[O:16])=[O:15], predict the reactants needed to synthesize it. The reactants are: B.C1COCC1.[Br:7][C:8]1[C:9]([CH3:33])=[N:10][O:11][C:12]=1[NH:13][S:14]([C:17]1[CH:21]=[CH:20][S:19][C:18]=1[C:22]([NH:24][C:25]1[CH:30]=[CH:29][CH:28]=[C:27]([O:31][CH3:32])[CH:26]=1)=O)(=[O:16])=[O:15]. (2) Given the product [CH2:1]([C@@:5]1([CH2:31][CH3:32])[NH:11][C@H:10]([C:12]2[CH:13]=[CH:14][CH:15]=[CH:16][CH:17]=2)[C:9]2[CH:18]=[C:19]([O:27][CH3:28])[C:20]([CH2:22][CH2:23][C:24]([NH:71][CH2:70][C:69]([O:68][CH3:67])=[O:72])=[O:25])=[CH:21][C:8]=2[S:7](=[O:29])(=[O:30])[CH2:6]1)[CH2:2][CH2:3][CH3:4], predict the reactants needed to synthesize it. The reactants are: [CH2:1]([C@@:5]1([CH2:31][CH3:32])[NH:11][C@H:10]([C:12]2[CH:17]=[CH:16][CH:15]=[CH:14][CH:13]=2)[C:9]2[CH:18]=[C:19]([O:27][CH3:28])[C:20]([CH2:22][CH2:23][C:24](O)=[O:25])=[CH:21][C:8]=2[S:7](=[O:30])(=[O:29])[CH2:6]1)[CH2:2][CH2:3][CH3:4].CCN(C(C)C)C(C)C.CN(C(ON1N=NC2C=CC=NC1=2)=[N+](C)C)C.F[P-](F)(F)(F)(F)F.Cl.[CH3:67][O:68][C:69](=[O:72])[CH2:70][NH2:71]. (3) Given the product [CH2:14]([O:13][P:12]([CH2:2][C:3]1[CH:8]=[CH:7][CH:6]=[C:5]([N+:9]([O-:11])=[O:10])[CH:4]=1)([O:16][CH2:17][CH3:18])=[O:19])[CH3:15], predict the reactants needed to synthesize it. The reactants are: Br[CH2:2][C:3]1[CH:8]=[CH:7][CH:6]=[C:5]([N+:9]([O-:11])=[O:10])[CH:4]=1.[P:12]([O:19]CC)([O:16][CH2:17][CH3:18])[O:13][CH2:14][CH3:15].